Dataset: Catalyst prediction with 721,799 reactions and 888 catalyst types from USPTO. Task: Predict which catalyst facilitates the given reaction. Reactant: [CH3:1][O:2][C:3]([NH:5][C@H:6]([C:11]([OH:13])=O)[C:7]([CH3:10])([CH3:9])[CH3:8])=[O:4].CN1CCOCC1.ClC(OCC(C)C)=O.[N:29]1[CH:34]=[CH:33][CH:32]=[CH:31][C:30]=1[C:35]1[CH:40]=[CH:39][C:38]([CH:41]=[N:42][NH2:43])=[CH:37][CH:36]=1. Product: [CH3:1][O:2][C:3]([NH:5][C@H:6]([C:11]([NH:43][N:42]=[CH:41][C:38]1[CH:37]=[CH:36][C:35]([C:30]2[CH:31]=[CH:32][CH:33]=[CH:34][N:29]=2)=[CH:40][CH:39]=1)=[O:13])[C:7]([CH3:10])([CH3:9])[CH3:8])=[O:4]. The catalyst class is: 2.